From a dataset of Catalyst prediction with 721,799 reactions and 888 catalyst types from USPTO. Predict which catalyst facilitates the given reaction. (1) Reactant: CCN(CC)CC.Cl.[S:9]1[C:13]([NH2:14])=[CH:12][N:11]=[CH:10]1.[CH3:15][C:16](OC(C)=O)=[O:17]. Product: [S:9]1[C:13]([NH:14][C:16](=[O:17])[CH3:15])=[CH:12][N:11]=[CH:10]1. The catalyst class is: 2. (2) Reactant: N(C(OC(C)C)=O)=NC(OC(C)C)=O.C1(P(C2C=CC=CC=2)C2C=CC=CC=2)C=CC=CC=1.[CH3:34][C:35]1[CH:40]=[C:39]([N+:41]([O-:43])=[O:42])[C:38]([CH3:44])=[CH:37][C:36]=1[OH:45].[CH3:46][CH2:47][CH2:48][CH2:49][CH:50](O)[CH2:51][CH2:52][CH2:53][CH3:54]. Product: [CH2:49]([CH:50]([O:45][C:36]1[CH:37]=[C:38]([CH3:44])[C:39]([N+:41]([O-:43])=[O:42])=[CH:40][C:35]=1[CH3:34])[CH2:51][CH2:52][CH2:53][CH3:54])[CH2:48][CH2:47][CH3:46]. The catalyst class is: 7. (3) Reactant: B(Br)(Br)Br.C([O:12][CH2:13][C:14]1[C:22]2[C:17](=[N:18][CH:19]=[C:20]([N+:23]([O-:25])=[O:24])[CH:21]=2)[NH:16][N:15]=1)C1C=CC=CC=1.C([O-])(O)=O.[Na+].C(OCC)(=O)C. Product: [N+:23]([C:20]1[CH:21]=[C:22]2[C:14]([CH2:13][OH:12])=[N:15][NH:16][C:17]2=[N:18][CH:19]=1)([O-:25])=[O:24]. The catalyst class is: 4. (4) Reactant: [C:1]([O:5][C:6](=[O:24])[CH:7]=[CH:8][C:9]1[CH:22]=[CH:21][C:20]2[C:11](=[C:12]([NH2:23])[C:13]3[C:18]([N:19]=2)=[CH:17][CH:16]=[CH:15][CH:14]=3)[CH:10]=1)([CH3:4])([CH3:3])[CH3:2]. Product: [C:1]([O:5][C:6](=[O:24])[CH2:7][CH2:8][C:9]1[CH:22]=[CH:21][C:20]2[C:11](=[C:12]([NH2:23])[C:13]3[C:18]([N:19]=2)=[CH:17][CH:16]=[CH:15][CH:14]=3)[CH:10]=1)([CH3:4])([CH3:2])[CH3:3]. The catalyst class is: 29. (5) Reactant: [Cl:1][C:2]1[C:7]([C:8]2[C:19](=[O:20])[N:18]([CH3:21])[C:11]3[N:12]=[C:13](SC)[N:14]=[CH:15][C:10]=3[CH:9]=2)=[CH:6][C:5]([NH:22][C:23]([NH:25][C:26]2[O:30][N:29]=[C:28]([C:31]([F:34])([F:33])[F:32])[CH:27]=2)=[O:24])=[C:4]([F:35])[CH:3]=1.[CH3:36][NH2:37]. Product: [Cl:1][C:2]1[C:7]([C:8]2[C:19](=[O:20])[N:18]([CH3:21])[C:11]3[N:12]=[C:13]([NH:37][CH3:36])[N:14]=[CH:15][C:10]=3[CH:9]=2)=[CH:6][C:5]([NH:22][C:23]([NH:25][C:26]2[O:30][N:29]=[C:28]([C:31]([F:34])([F:33])[F:32])[CH:27]=2)=[O:24])=[C:4]([F:35])[CH:3]=1. The catalyst class is: 1. (6) Reactant: O1C2C=CC=CC=2OB1.[Br:10][C:11]1[C:12]([N:27]2[CH2:32][CH2:31][C:30](=[C:33]([CH3:35])[CH3:34])[CH2:29][CH2:28]2)=[C:13]([C:19](=[O:26])[C:20]([O:22][CH:23]([CH3:25])[CH3:24])=[O:21])[C:14]([CH3:18])=[N:15][C:16]=1[CH3:17].CB1N2CCC[C@@H]2C(C2C=CC=CC=2)(C2C=CC=CC=2)O1. Product: [Br:10][C:11]1[C:12]([N:27]2[CH2:32][CH2:31][C:30](=[C:33]([CH3:35])[CH3:34])[CH2:29][CH2:28]2)=[C:13]([C@H:19]([OH:26])[C:20]([O:22][CH:23]([CH3:25])[CH3:24])=[O:21])[C:14]([CH3:18])=[N:15][C:16]=1[CH3:17]. The catalyst class is: 11.